Task: Predict which catalyst facilitates the given reaction.. Dataset: Catalyst prediction with 721,799 reactions and 888 catalyst types from USPTO (1) Reactant: [F:1][C:2]1[CH:7]=[C:6]([O:8][CH2:9][C:10]([F:13])([F:12])[F:11])[C:5]([N+:14]([O-])=O)=[CH:4][C:3]=1[S:17]([NH:20][CH3:21])(=[O:19])=[O:18]. Product: [NH2:14][C:5]1[C:6]([O:8][CH2:9][C:10]([F:12])([F:13])[F:11])=[CH:7][C:2]([F:1])=[C:3]([S:17]([NH:20][CH3:21])(=[O:18])=[O:19])[CH:4]=1. The catalyst class is: 19. (2) Reactant: F[C:2]1[N:7]2[CH:8]=[C:9]([CH2:11][N:12]3[C@@H:25]4[C@H:16]([CH2:17][CH2:18][C:19]5[C:24]4=[N:23][CH:22]=[CH:21][CH:20]=5)[CH2:15][CH2:14][CH2:13]3)[N:10]=[C:6]2[CH:5]=[CH:4][CH:3]=1.[CH3:26][N:27]1[CH2:32][CH2:31][NH:30][CH2:29][CH2:28]1. Product: [CH3:26][N:27]1[CH2:32][CH2:31][N:30]([C:2]2[N:7]3[CH:8]=[C:9]([CH2:11][N:12]4[C@@H:25]5[C@H:16]([CH2:17][CH2:18][C:19]6[C:24]5=[N:23][CH:22]=[CH:21][CH:20]=6)[CH2:15][CH2:14][CH2:13]4)[N:10]=[C:6]3[CH:5]=[CH:4][CH:3]=2)[CH2:29][CH2:28]1. The catalyst class is: 170. (3) Reactant: C(OC(=O)[NH:7][CH2:8][C:9]1[N:10]=[N:11][N:12]([CH2:14][CH2:15][CH2:16][CH2:17][N:18]2[CH:22]=[C:21]([C:23](=[O:37])[NH:24][CH2:25][C:26]3[CH:31]=[CH:30][CH:29]=[C:28]([O:32][C:33]([F:36])([F:35])[F:34])[CH:27]=3)[N:20]=[N:19]2)[CH:13]=1)(C)(C)C. Product: [NH2:7][CH2:8][C:9]1[N:10]=[N:11][N:12]([CH2:14][CH2:15][CH2:16][CH2:17][N:18]2[CH:22]=[C:21]([C:23]([NH:24][CH2:25][C:26]3[CH:31]=[CH:30][CH:29]=[C:28]([O:32][C:33]([F:34])([F:35])[F:36])[CH:27]=3)=[O:37])[N:20]=[N:19]2)[CH:13]=1. The catalyst class is: 137. (4) Reactant: [OH:1][C:2]1[C:3]([C:22]([NH:24][CH2:25][C:26]([O:28]CC)=[O:27])=[O:23])=[C:4]2[C:9](=[CH:10][C:11]=1[C:12]1[S:13][CH:14]=[CH:15][N:16]=1)[N:8]=[C:7]([C:17]1[S:18][CH:19]=[CH:20][N:21]=1)[CH:6]=[N:5]2.[OH-].[Na+]. Product: [OH:1][C:2]1[C:3]([C:22]([NH:24][CH2:25][C:26]([OH:28])=[O:27])=[O:23])=[C:4]2[C:9](=[CH:10][C:11]=1[C:12]1[S:13][CH:14]=[CH:15][N:16]=1)[N:8]=[C:7]([C:17]1[S:18][CH:19]=[CH:20][N:21]=1)[CH:6]=[N:5]2. The catalyst class is: 8. (5) Reactant: [H-].C([Al+]CC(C)C)C(C)C.[Cl:11][C:12]1[C:17]([O:18][CH2:19][CH3:20])=[C:16]([C:21](OC)=[O:22])[CH:15]=[C:14]([CH:25]2[CH2:27][CH2:26]2)[C:13]=1[C:28]1[CH:33]=[CH:32][C:31]([F:34])=[CH:30][CH:29]=1.O.O.O.O.O.O.O.O.O.O.S([O-])([O-])(=O)=O.[Na+].[Na+]. Product: [Cl:11][C:12]1[C:17]([O:18][CH2:19][CH3:20])=[C:16]([CH:21]=[O:22])[CH:15]=[C:14]([CH:25]2[CH2:27][CH2:26]2)[C:13]=1[C:28]1[CH:29]=[CH:30][C:31]([F:34])=[CH:32][CH:33]=1. The catalyst class is: 1.